From a dataset of Reaction yield outcomes from USPTO patents with 853,638 reactions. Predict the reaction yield, written as a fraction of the theoretical maximum amount of product (1.0 means a 100% yield; for example, 0.34 means a 34% yield). (1) The reactants are [Cl:1][C:2]1[S:27][C:5]2[N:6]=[CH:7][N:8]=[C:9]([NH:10][CH:11]3[CH2:16][CH2:15][N:14]([CH2:17][C:18]4[CH:19]=[C:20]([CH:24]=[CH:25][CH:26]=4)[C:21](O)=[O:22])[CH2:13][CH2:12]3)[C:4]=2[CH:3]=1.Cl.[CH3:29][NH:30][CH3:31].CCN(C(C)C)C(C)C. The catalyst is S(Cl)(Cl)=O.C(Cl)Cl. The product is [Cl:1][C:2]1[S:27][C:5]2[N:6]=[CH:7][N:8]=[C:9]([NH:10][CH:11]3[CH2:16][CH2:15][N:14]([CH2:17][C:18]4[CH:19]=[C:20]([CH:24]=[CH:25][CH:26]=4)[C:21]([N:30]([CH3:31])[CH3:29])=[O:22])[CH2:13][CH2:12]3)[C:4]=2[CH:3]=1. The yield is 0.600. (2) The reactants are [NH2:1][C:2]1[S:6][C:5]2[CH2:7][CH2:8][CH2:9][CH2:10][C:4]=2[C:3]=1[C:11]([O:13]CC)=O.C([O-])(=O)C.[NH4+].[CH:21]([NH2:23])=O. The catalyst is O. The product is [N:1]1[C:2]2[S:6][C:5]3[CH2:7][CH2:8][CH2:9][CH2:10][C:4]=3[C:3]=2[C:11](=[O:13])[NH:23][CH:21]=1. The yield is 0.820. (3) The reactants are [CH:1]([C:3]1[CH:8]=[C:7](Br)[CH:6]=[C:5]([CH:10]=[O:11])[C:4]=1[OH:12])=[O:2].[CH2:13]=[CH:14][CH2:15][CH2:16][CH2:17][CH2:18][CH2:19][CH2:20][CH2:21][CH2:22][CH2:23][CH3:24].C([O-])(O)=O.[Na+].[Li+].[Cl-]. The catalyst is [Br-].C([N+](CCCC)(CCCC)CCCC)CCC.C([O-])(=O)C.C([O-])(=O)C.[Pd+2]. The product is [CH:1]([C:3]1[CH:8]=[C:7]([CH:13]=[CH:14][CH2:15][CH2:16][CH2:17][CH2:18][CH2:19][CH2:20][CH2:21][CH2:22][CH2:23][CH3:24])[CH:6]=[C:5]([CH:10]=[O:11])[C:4]=1[OH:12])=[O:2]. The yield is 0.510.